This data is from Catalyst prediction with 721,799 reactions and 888 catalyst types from USPTO. The task is: Predict which catalyst facilitates the given reaction. (1) Reactant: N(C(OC(C)C)=O)=NC(OC(C)C)=O.[Cl:15][C:16]1[C:20]([CH3:21])=[CH:19][S:18][C:17]=1[CH2:22]O.[CH3:24][N:25]1[C:29]2[CH:30]=[CH:31][C:32]([N:34]3[CH:39]=[C:38]([C:40]([O:42][CH2:43][CH3:44])=[O:41])[C:37](=[O:45])[NH:36][C:35]3=[O:46])=[CH:33][C:28]=2[N:27]([CH3:47])[C:26]1=[O:48]. Product: [Cl:15][C:16]1[C:20]([CH3:21])=[CH:19][S:18][C:17]=1[CH2:22][N:36]1[C:37](=[O:45])[C:38]([C:40]([O:42][CH2:43][CH3:44])=[O:41])=[CH:39][N:34]([C:32]2[CH:31]=[CH:30][C:29]3[N:25]([CH3:24])[C:26](=[O:48])[N:27]([CH3:47])[C:28]=3[CH:33]=2)[C:35]1=[O:46]. The catalyst class is: 295. (2) Reactant: [NH:1](C(OC(C)(C)C)=O)[C@H:2]([C:14]([OH:16])=[O:15])[CH2:3][CH2:4][CH2:5][NH:6]C(OC(C)(C)C)=O.S(O)(C)(=O)=O. Product: [NH2:1][C@H:2]([C:14]([OH:16])=[O:15])[CH2:3][CH2:4][CH2:5][NH2:6]. The catalyst class is: 25. (3) Reactant: Br[C:2]1[CH:3]=[C:4]([CH3:13])[C:5]([CH3:12])=[C:6]([CH:11]=1)[C:7]([O:9][CH3:10])=[O:8].CC1(C)C(C)(C)OB(/[CH:22]=[CH:23]/[CH2:24][O:25][CH3:26])O1.C([O-])([O-])=O.[Na+].[Na+]. Product: [CH3:26][O:25][CH2:24]/[CH:23]=[CH:22]/[C:2]1[CH:3]=[C:4]([CH3:13])[C:5]([CH3:12])=[C:6]([CH:11]=1)[C:7]([O:9][CH3:10])=[O:8]. The catalyst class is: 3. (4) Reactant: [I:1]I.C1C=C(Cl)C=C(C(OO)=O)C=1.[S:14]1[CH:18]=[CH:17][CH:16]=[CH:15]1.[C:19]1([CH3:29])[CH:24]=[CH:23][C:22]([S:25]([OH:28])(=[O:27])=[O:26])=[CH:21][CH:20]=1. Product: [S:25]([C:22]1[CH:23]=[CH:24][C:19]([CH3:29])=[CH:20][CH:21]=1)([O-:28])(=[O:27])=[O:26].[S:14]1[CH:18]=[CH:17][CH:16]=[C:15]1[I+:1][C:22]1[S:25][CH:19]=[CH:24][CH:23]=1. The catalyst class is: 4. (5) The catalyst class is: 3. Product: [CH3:25][N:24]([CH3:26])[C:22](=[O:23])[CH2:21][O:1][C:2]1[CH:11]=[CH:10][C:5]([C:6]([O:8][CH3:9])=[O:7])=[CH:4][C:3]=1[O:12][CH3:13]. Reactant: [OH:1][C:2]1[CH:11]=[CH:10][C:5]([C:6]([O:8][CH3:9])=[O:7])=[CH:4][C:3]=1[O:12][CH3:13].C(=O)([O-])[O-].[K+].[K+].Cl[CH2:21][C:22]([N:24]([CH3:26])[CH3:25])=[O:23]. (6) Reactant: [Cl:1][C:2]1[CH:3]=[C:4]([CH:6]=[CH:7][C:8]=1[O:9][C:10]1[C:19]2[C:14](=[CH:15][C:16]([O:22][CH3:23])=[C:17]([O:20][CH3:21])[CH:18]=2)[N:13]=[CH:12][N:11]=1)[NH2:5].C(N(CC)CC)C.ClC(Cl)(O[C:35](=[O:41])OC(Cl)(Cl)Cl)Cl.[NH2:43][C:44]1[S:45][CH:46]=[C:47]([CH3:49])[N:48]=1. Product: [Cl:1][C:2]1[CH:3]=[C:4]([NH:5][C:35]([NH:43][C:44]2[S:45][CH:46]=[C:47]([CH3:49])[N:48]=2)=[O:41])[CH:6]=[CH:7][C:8]=1[O:9][C:10]1[C:19]2[C:14](=[CH:15][C:16]([O:22][CH3:23])=[C:17]([O:20][CH3:21])[CH:18]=2)[N:13]=[CH:12][N:11]=1. The catalyst class is: 146. (7) Reactant: [CH3:1][O:2][C:3]1[CH:17]=[CH:16][C:6]([CH2:7]P(=O)(OCC)OCC)=[CH:5][CH:4]=1.[C:18]1([CH3:40])[CH:23]=[CH:22][C:21]([N:24]([C:33]2[CH:38]=[CH:37][C:36]([CH3:39])=[CH:35][CH:34]=2)[C:25]2[CH:32]=[CH:31][C:28]([CH:29]=O)=[CH:27][CH:26]=2)=[CH:20][CH:19]=1.CN(C)C=O.C(O[K])(C)(C)C. Product: [CH3:1][O:2][C:3]1[CH:4]=[CH:5][C:6]([CH:7]=[CH:39][C:36]2[CH:35]=[CH:34][C:33]([N:24]([C:25]3[CH:32]=[CH:31][C:28]([CH3:29])=[CH:27][CH:26]=3)[C:21]3[CH:22]=[CH:23][C:18]([CH3:40])=[CH:19][CH:20]=3)=[CH:38][CH:37]=2)=[CH:16][CH:17]=1. The catalyst class is: 6. (8) Reactant: [OH:1][C:2]1[C:3]([CH2:13][CH:14]=[CH2:15])=[C:4]2[C:9](=[CH:10][CH:11]=1)[C:8](=[O:12])[CH2:7][CH2:6][CH2:5]2.O[CH2:17][CH2:18][CH2:19][CH2:20][CH2:21][NH:22][C:23](=[O:29])[O:24][C:25]([CH3:28])([CH3:27])[CH3:26].C1C=CC(P(C2C=CC=CC=2)C2C=CC=CC=2)=CC=1.N(C(OCC)=O)=NC(OCC)=O. Product: [C:25]([O:24][C:23]([NH:22][CH2:21][CH2:20][CH2:19][CH2:18][CH2:17][O:1][C:2]1[C:3]([CH2:13][CH:14]=[CH2:15])=[C:4]2[C:9](=[CH:10][CH:11]=1)[C:8](=[O:12])[CH2:7][CH2:6][CH2:5]2)=[O:29])([CH3:28])([CH3:27])[CH3:26]. The catalyst class is: 1.